Dataset: Full USPTO retrosynthesis dataset with 1.9M reactions from patents (1976-2016). Task: Predict the reactants needed to synthesize the given product. (1) Given the product [Br:1][C:2]1[CH:7]=[CH:6][C:5]([C:8]2([C:9]#[N:10])[CH2:12][CH2:11]2)=[CH:4][CH:3]=1, predict the reactants needed to synthesize it. The reactants are: [Br:1][C:2]1[CH:7]=[CH:6][C:5]([CH2:8][C:9]#[N:10])=[CH:4][CH:3]=1.[CH2:11](Cl)[CH2:12]Br. (2) The reactants are: [CH:1]([N:14]1[CH2:17][CH:16]([OH:18])[CH2:15]1)([C:8]1[CH:13]=[CH:12][CH:11]=[CH:10][CH:9]=1)[C:2]1[CH:7]=[CH:6][CH:5]=[CH:4][CH:3]=1.O[N:20]1[C:24](=[O:25])[C:23]2=[CH:26][CH:27]=[CH:28][CH:29]=[C:22]2[C:21]1=[O:30].C1(P(C2C=CC=CC=2)C2C=CC=CC=2)C=CC=CC=1.CCOC(/N=N/C(OCC)=O)=O. Given the product [C:2]1([CH:1]([C:8]2[CH:13]=[CH:12][CH:11]=[CH:10][CH:9]=2)[N:14]2[CH2:17][CH:16]([O:18][N:20]3[C:24](=[O:25])[C:23]4[C:22](=[CH:29][CH:28]=[CH:27][CH:26]=4)[C:21]3=[O:30])[CH2:15]2)[CH:3]=[CH:4][CH:5]=[CH:6][CH:7]=1, predict the reactants needed to synthesize it. (3) Given the product [Cl:24][C:2]1[N:7]=[C:6]2[N:8]([CH3:12])[N:9]=[C:10]([CH3:11])[C:5]2=[CH:4][C:3]=1[C:13]#[N:14], predict the reactants needed to synthesize it. The reactants are: O[C:2]1[N:7]=[C:6]2[N:8]([CH3:12])[N:9]=[C:10]([CH3:11])[C:5]2=[CH:4][C:3]=1[C:13]#[N:14].O.C1(P(Cl)([Cl:24])=O)C=CC=CC=1. (4) Given the product [OH:18][CH:17]([C:16]1[CH:15]=[CH:14][C:13]([C:11]([N:7]2[CH2:8][CH2:9][CH2:10][N:4]([CH:1]([CH3:3])[CH3:2])[CH2:5][CH2:6]2)=[O:12])=[CH:20][CH:19]=1)[CH2:21][CH3:22], predict the reactants needed to synthesize it. The reactants are: [CH:1]([N:4]1[CH2:10][CH2:9][CH2:8][N:7]([C:11]([C:13]2[CH:20]=[CH:19][C:16]([CH:17]=[O:18])=[CH:15][CH:14]=2)=[O:12])[CH2:6][CH2:5]1)([CH3:3])[CH3:2].[CH2:21]([Mg]Br)[CH3:22]. (5) Given the product [Cl:25][C:5]1[C:6]([CH:8]([S:17][C:18]2[CH:19]=[CH:20][C:21]([Cl:24])=[CH:22][CH:23]=2)[C:9]2[CH:14]=[C:13]([F:15])[CH:12]=[CH:11][C:10]=2[F:16])=[CH:7][C:2]([NH:34][CH2:33][CH2:32][N:26]2[CH2:31][CH2:30][O:29][CH2:28][CH2:27]2)=[N:3][CH:4]=1, predict the reactants needed to synthesize it. The reactants are: Cl[C:2]1[CH:7]=[C:6]([CH:8]([S:17][C:18]2[CH:23]=[CH:22][C:21]([Cl:24])=[CH:20][CH:19]=2)[C:9]2[CH:14]=[C:13]([F:15])[CH:12]=[CH:11][C:10]=2[F:16])[C:5]([Cl:25])=[CH:4][N:3]=1.[N:26]1([CH2:32][CH2:33][NH2:34])[CH2:31][CH2:30][O:29][CH2:28][CH2:27]1. (6) Given the product [C:1]([NH:4][CH:5]1[CH2:14][C:13]2[C:8](=[CH:9][CH:10]=[CH:11][CH:12]=2)[NH:7][CH2:6]1)(=[O:3])[CH3:2], predict the reactants needed to synthesize it. The reactants are: [C:1]([NH:4][C:5]1[CH:6]=[N:7][C:8]2[C:13]([CH:14]=1)=[CH:12][CH:11]=[CH:10][CH:9]=2)(=[O:3])[CH3:2].C(Cl)(Cl)Cl. (7) Given the product [F:8][C:4]1[N:3]=[C:2]([C:9]2([C:13]#[N:14])[CH2:12][CH2:11][CH2:10]2)[CH:7]=[CH:6][CH:5]=1, predict the reactants needed to synthesize it. The reactants are: F[C:2]1[CH:7]=[CH:6][CH:5]=[C:4]([F:8])[N:3]=1.[CH:9]1([C:13]#[N:14])[CH2:12][CH2:11][CH2:10]1.C1(C)C=CC=CC=1.C[Si](C)(C)[N-][Si](C)(C)C.[Na+].